Dataset: Forward reaction prediction with 1.9M reactions from USPTO patents (1976-2016). Task: Predict the product of the given reaction. (1) Given the reactants [CH3:1][C:2]1[C:6]([C:7]2[CH:8]=[C:9]([C:28]([NH2:30])=O)[C:10]3[NH:11][C:12]4[C:17]([C:18]=3[CH:19]=2)=[CH:16][CH:15]=[C:14]([C:20]([N:22]2[CH2:27][CH2:26][O:25][CH2:24][CH2:23]2)=[O:21])[CH:13]=4)=[C:5]([CH3:31])[O:4][N:3]=1.COC(OC)[N:35]([CH3:37])C.O.[NH2:41]N, predict the reaction product. The product is: [CH3:1][C:2]1[C:6]([C:7]2[CH:8]=[C:9]([C:28]3[N:35]=[CH:37][NH:41][N:30]=3)[C:10]3[NH:11][C:12]4[C:17]([C:18]=3[CH:19]=2)=[CH:16][CH:15]=[C:14]([C:20]([N:22]2[CH2:23][CH2:24][O:25][CH2:26][CH2:27]2)=[O:21])[CH:13]=4)=[C:5]([CH3:31])[O:4][N:3]=1. (2) Given the reactants [OH:1][C:2]1[CH:3]=[C:4]([CH:9]=[C:10]([O:12][C@H:13]2[CH2:17][CH2:16][O:15][CH2:14]2)[CH:11]=1)[C:5]([O:7]C)=[O:6].[N:18]1([C:22]([C:24]2[CH:29]=[CH:28][C:27](Br)=[CH:26][N:25]=2)=[O:23])[CH2:21][CH2:20][CH2:19]1.C(=O)([O-])[O-].[Cs+].[Cs+], predict the reaction product. The product is: [N:18]1([C:22]([C:24]2[N:25]=[CH:26][C:27]([O:1][C:2]3[CH:3]=[C:4]([CH:9]=[C:10]([O:12][C@H:13]4[CH2:17][CH2:16][O:15][CH2:14]4)[CH:11]=3)[C:5]([OH:7])=[O:6])=[CH:28][CH:29]=2)=[O:23])[CH2:21][CH2:20][CH2:19]1. (3) Given the reactants [NH2:1][CH2:2][CH2:3][CH2:4][CH2:5][N:6]1[C:18]2[C:17]3[CH:16]=[CH:15][CH:14]=[CH:13][C:12]=3[N:11]=[C:10]([NH2:19])[C:9]=2[N:8]=[C:7]1[CH2:20][CH2:21][O:22][CH3:23].[CH:24]([C:26]1[CH:27]=[C:28]([CH:38]=[CH:39][CH:40]=1)[O:29][CH2:30][C:31]([O:33][C:34]([CH3:37])([CH3:36])[CH3:35])=[O:32])=O, predict the reaction product. The product is: [NH2:19][C:10]1[C:9]2[N:8]=[C:7]([CH2:20][CH2:21][O:22][CH3:23])[N:6]([CH2:5][CH2:4][CH2:3][CH2:2][NH:1][CH2:24][C:26]3[CH:27]=[C:28]([CH:38]=[CH:39][CH:40]=3)[O:29][CH2:30][C:31]([O:33][C:34]([CH3:37])([CH3:35])[CH3:36])=[O:32])[C:18]=2[C:17]2[CH:16]=[CH:15][CH:14]=[CH:13][C:12]=2[N:11]=1. (4) The product is: [C:27]([C:31]1[CH:32]=[C:33]([CH3:49])[CH:34]([C:36]([C:10]2[C:9]3[CH2:8][C:7]4[C:15](=[CH:16][CH:17]=[C:5]([C:1]([CH3:4])([CH3:3])[CH3:2])[CH:6]=4)[C:14]=3[CH:13]=[CH:12][C:11]=2[C:18]([CH3:21])([CH3:20])[CH3:19])([C:37]2[CH:38]=[CH:39][CH:40]=[CH:41][CH:42]=2)[C:43]2[CH:44]=[CH:45][CH:46]=[CH:47][CH:48]=2)[CH:35]=1)([CH3:28])([CH3:29])[CH3:30]. Given the reactants [C:1]([C:5]1[CH:17]=[CH:16][C:15]2[C:14]3[C:9](=[CH:10][C:11]([C:18]([CH3:21])([CH3:20])[CH3:19])=[CH:12][CH:13]=3)[CH2:8][C:7]=2[CH:6]=1)([CH3:4])([CH3:3])[CH3:2].C([Li])CCC.[C:27]([C:31]1[CH:32]=[C:33]([CH3:49])[C:34](=[C:36]([C:43]2[CH:48]=[CH:47][CH:46]=[CH:45][CH:44]=2)[C:37]2[CH:42]=[CH:41][CH:40]=[CH:39][CH:38]=2)[CH:35]=1)([CH3:30])([CH3:29])[CH3:28].Cl, predict the reaction product. (5) Given the reactants [Cl:1][C:2]1[CH:3]=[C:4]([C:8]2[CH:29]=[CH:28][C:11]3[NH:12][C:13]([NH:15][C:16]([C:18]4[N:19]=[C:20]5[CH:25]=[CH:24][C:23](Cl)=[N:22][N:21]5[CH:27]=4)=[O:17])=[N:14][C:10]=3[CH:9]=2)[CH:5]=[CH:6][CH:7]=1.O1CCCCC1[O:36][CH2:37][CH2:38][OH:39], predict the reaction product. The product is: [Cl:1][C:2]1[CH:3]=[C:4]([C:8]2[CH:29]=[CH:28][C:11]3[NH:12][C:13]([NH:15][C:16]([C:18]4[N:19]=[C:20]5[CH:25]=[CH:24][C:23]([O:36][CH2:37][CH2:38][OH:39])=[N:22][N:21]5[CH:27]=4)=[O:17])=[N:14][C:10]=3[CH:9]=2)[CH:5]=[CH:6][CH:7]=1. (6) Given the reactants [CH3:1][C:2]1[C:3]([C:16]([O:18][CH3:19])=[O:17])=[CH:4][S:5][C:6]=1B1OC(C)(C)C(C)(C)O1.FC(F)(F)S(O/[C:26](/[C@H:29]1[CH2:34][CH2:33][C@H:32]([NH:35][C:36]([O:38][C:39]([CH3:42])([CH3:41])[CH3:40])=[O:37])[CH2:31][CH2:30]1)=[CH:27]/[CH3:28])(=O)=O.C([O-])(O)=O.[Na+].N#N, predict the reaction product. The product is: [C:39]([O:38][C:36]([NH:35][C@H:32]1[CH2:33][CH2:34][C@H:29](/[C:26](/[C:6]2[S:5][CH:4]=[C:3]([C:16]([O:18][CH3:19])=[O:17])[C:2]=2[CH3:1])=[CH:27]\[CH3:28])[CH2:30][CH2:31]1)=[O:37])([CH3:42])([CH3:41])[CH3:40].